This data is from Retrosynthesis with 50K atom-mapped reactions and 10 reaction types from USPTO. The task is: Predict the reactants needed to synthesize the given product. (1) Given the product CC(=O)Nc1cccc(C(=O)N2CC[C@@H](N(C)C(=O)c3ccc(Cl)cc3)[C@H](c3ccc(Cl)c(Cl)c3)C2)c1, predict the reactants needed to synthesize it. The reactants are: CC(=O)Nc1cccc(C(=O)O)c1.CN(C(=O)c1ccc(Cl)cc1)[C@@H]1CCNC[C@H]1c1ccc(Cl)c(Cl)c1. (2) Given the product CC(C)(C)OC(=O)N[C@H]1CCCC[C@H]1Nc1cc(Nc2cccc(C3CCC3)n2)c(C(N)=O)nn1, predict the reactants needed to synthesize it. The reactants are: CC(C)(C)OC(=O)N[C@H]1CCCC[C@H]1N.NC(=O)c1nnc(Cl)cc1Nc1cccc(C2CCC2)n1. (3) Given the product CC(C)(C)C[C@@H]1N[C@@H](C(=O)Nc2ccc(CC(=O)O)cc2)[C@H](c2cccc(Cl)c2F)[C@@]1(C#N)c1ccc(Cl)cc1F, predict the reactants needed to synthesize it. The reactants are: COC(=O)Cc1ccc(NC(=O)[C@@H]2N[C@@H](CC(C)(C)C)[C@](C#N)(c3ccc(Cl)cc3F)[C@H]2c2cccc(Cl)c2F)cc1. (4) The reactants are: CC(C)(C)OC(=O)N1CCC(c2ccc(CCO)cc2)C(OCc2ccc3ccccc3c2)C1.O=C=Nc1ccccc1. Given the product CC(C)(C)OC(=O)N1CCC(c2ccc(CCOC(=O)Nc3ccccc3)cc2)C(OCc2ccc3ccccc3c2)C1, predict the reactants needed to synthesize it.